Dataset: Catalyst prediction with 721,799 reactions and 888 catalyst types from USPTO. Task: Predict which catalyst facilitates the given reaction. Reactant: [Cl:1][C:2]1[CH:7]=[CH:6][C:5]([C:8]2([C:12]3[C:21]4[C:16](=[CH:17][CH:18]=[C:19]([O:22][CH2:23][CH2:24][CH2:25][S:26]([OH:29])(=O)=[O:27])[CH:20]=4)[CH2:15][CH2:14][N:13]=3)[CH2:11][CH2:10][CH2:9]2)=[CH:4][CH:3]=1.[Cl:30]P(Cl)(Cl)(Cl)Cl. Product: [Cl:1][C:2]1[CH:7]=[CH:6][C:5]([C:8]2([C:12]3[C:21]4[C:16](=[CH:17][CH:18]=[C:19]([O:22][CH2:23][CH2:24][CH2:25][S:26]([Cl:30])(=[O:29])=[O:27])[CH:20]=4)[CH2:15][CH2:14][N:13]=3)[CH2:11][CH2:10][CH2:9]2)=[CH:4][CH:3]=1. The catalyst class is: 4.